This data is from NCI-60 drug combinations with 297,098 pairs across 59 cell lines. The task is: Regression. Given two drug SMILES strings and cell line genomic features, predict the synergy score measuring deviation from expected non-interaction effect. (1) Synergy scores: CSS=19.3, Synergy_ZIP=-11.3, Synergy_Bliss=-3.97, Synergy_Loewe=-2.89, Synergy_HSA=-1.97. Cell line: IGROV1. Drug 2: C(CCl)NC(=O)N(CCCl)N=O. Drug 1: CC1OCC2C(O1)C(C(C(O2)OC3C4COC(=O)C4C(C5=CC6=C(C=C35)OCO6)C7=CC(=C(C(=C7)OC)O)OC)O)O. (2) Synergy scores: CSS=26.6, Synergy_ZIP=1.17, Synergy_Bliss=1.72, Synergy_Loewe=-30.6, Synergy_HSA=0.664. Drug 1: C1C(C(OC1N2C=C(C(=O)NC2=O)F)CO)O. Cell line: HT29. Drug 2: C1CNP(=O)(OC1)N(CCCl)CCCl. (3) Drug 1: C1CCC(CC1)NC(=O)N(CCCl)N=O. Drug 2: C1=CC=C(C(=C1)C(C2=CC=C(C=C2)Cl)C(Cl)Cl)Cl. Cell line: SW-620. Synergy scores: CSS=24.7, Synergy_ZIP=4.27, Synergy_Bliss=6.74, Synergy_Loewe=-7.38, Synergy_HSA=6.10. (4) Drug 1: C1CC(=O)NC(=O)C1N2CC3=C(C2=O)C=CC=C3N. Drug 2: CN(CCCl)CCCl.Cl. Cell line: MDA-MB-231. Synergy scores: CSS=9.34, Synergy_ZIP=-2.85, Synergy_Bliss=0.906, Synergy_Loewe=-0.642, Synergy_HSA=-0.609. (5) Drug 1: CC1=C(C=C(C=C1)C(=O)NC2=CC(=CC(=C2)C(F)(F)F)N3C=C(N=C3)C)NC4=NC=CC(=N4)C5=CN=CC=C5. Drug 2: C1=CC=C(C(=C1)C(C2=CC=C(C=C2)Cl)C(Cl)Cl)Cl. Cell line: HOP-62. Synergy scores: CSS=3.47, Synergy_ZIP=-3.66, Synergy_Bliss=-7.32, Synergy_Loewe=1.85, Synergy_HSA=-5.21. (6) Cell line: SK-OV-3. Drug 1: CC12CCC3C(C1CCC2O)C(CC4=C3C=CC(=C4)O)CCCCCCCCCS(=O)CCCC(C(F)(F)F)(F)F. Synergy scores: CSS=8.28, Synergy_ZIP=-2.82, Synergy_Bliss=3.51, Synergy_Loewe=-4.43, Synergy_HSA=-3.70. Drug 2: C(CC(=O)O)C(=O)CN.Cl. (7) Drug 1: CN(CC1=CN=C2C(=N1)C(=NC(=N2)N)N)C3=CC=C(C=C3)C(=O)NC(CCC(=O)O)C(=O)O. Synergy scores: CSS=0.412, Synergy_ZIP=-0.880, Synergy_Bliss=-0.760, Synergy_Loewe=-5.00, Synergy_HSA=-2.39. Cell line: MDA-MB-231. Drug 2: C(CN)CNCCSP(=O)(O)O. (8) Drug 1: CC1OCC2C(O1)C(C(C(O2)OC3C4COC(=O)C4C(C5=CC6=C(C=C35)OCO6)C7=CC(=C(C(=C7)OC)O)OC)O)O. Drug 2: C1C(C(OC1N2C=C(C(=O)NC2=O)F)CO)O. Cell line: ACHN. Synergy scores: CSS=54.1, Synergy_ZIP=-12.8, Synergy_Bliss=-17.8, Synergy_Loewe=-12.7, Synergy_HSA=-10.3.